Dataset: Full USPTO retrosynthesis dataset with 1.9M reactions from patents (1976-2016). Task: Predict the reactants needed to synthesize the given product. (1) Given the product [CH2:49]1[CH2:48][N:47]([C:45]([CH:24]2[NH:23][C:21](=[O:22])[CH:20]([CH2:70][C:71]([NH2:73])=[O:72])[NH:19][C:17](=[O:18])[CH:16]([CH2:74][CH2:75][C:76]([NH2:78])=[O:77])[NH:15][C:13](=[O:14])[CH:12]([CH2:11][C:8]3[CH:7]=[CH:6][CH:5]=[CH:10][CH:9]=3)[NH:36][C:34](=[O:35])[CH:33]([CH2:37][C:38]3[CH:39]=[CH:40][C:41]([OH:44])=[CH:42][CH:43]=3)[NH:32][C:30](=[O:31])[CH:29]([NH2:89])[CH2:28][S:27][S:26][CH2:25]2)=[O:46])[CH:51]([C:52]([NH:54][CH:55]([C:63]([NH:65][CH2:66][C:67]([NH2:69])=[O:68])=[O:64])[CH2:56][CH2:57][CH2:58][N:59]=[C:60]([NH2:62])[NH2:61])=[O:53])[CH2:50]1, predict the reactants needed to synthesize it. The reactants are: CC(O)=O.[CH:5]1[CH:6]=[CH:7][C:8]([CH2:11][C@@H:12]2[NH:36][C:34](=[O:35])[C@H:33]([CH2:37][C:38]3[CH:39]=[CH:40][C:41]([OH:44])=[CH:42][CH:43]=3)[NH:32][C:30](=[O:31])[CH2:29][CH2:28][S:27][S:26][CH2:25][C@@H:24]([C:45]([N:47]3[C@H:51]([C:52]([NH:54][C@@H:55]([C:63]([NH:65][CH2:66][C:67]([NH2:69])=[O:68])=[O:64])[CH2:56][CH2:57][CH2:58][NH:59][C:60]([NH2:62])=[NH:61])=[O:53])[CH2:50][CH2:49][CH2:48]3)=[O:46])[NH:23][C:21](=[O:22])[C@H:20]([CH2:70][C:71]([NH2:73])=[O:72])[NH:19][C:17](=[O:18])[C@H:16]([CH2:74][CH2:75][C:76]([NH2:78])=[O:77])[NH:15][C:13]2=[O:14])=[CH:9][CH:10]=1.C1C=CC(C[C@@H]2NC(=O)[C@H](CC3C=CC(O)=CC=3)NC(=O)[C@@H](N)CSSC[C@@H](C(N3[C@H](C(N[C@H](C(NCC(N)=O)=O)CCCCN)=O)CCC3)=O)NC(=O)[C@H](CC(N)=O)NC(=O)[C@H](CCC(N)=O)[NH:89]C2=O)=CC=1. (2) Given the product [CH:2]1([CH2:5][O:6][C:7]2[CH:12]=[C:11]([O:13][CH3:14])[C:10]([F:15])=[CH:9][C:8]=2[C:16]2[CH:21]=[CH:20][N:19]=[C:18]3[C:22]([C:26]([NH:28][CH:29]4[CH2:30][CH2:31][N:32]([C:39](=[O:38])[CH2:40][OH:41])[CH2:33][CH2:34]4)=[O:27])=[C:23]([CH3:25])[NH:24][C:17]=23)[CH2:4][CH2:3]1, predict the reactants needed to synthesize it. The reactants are: Cl.[CH:2]1([CH2:5][O:6][C:7]2[CH:12]=[C:11]([O:13][CH3:14])[C:10]([F:15])=[CH:9][C:8]=2[C:16]2[CH:21]=[CH:20][N:19]=[C:18]3[C:22]([C:26]([NH:28][CH:29]4[CH2:34][CH2:33][NH:32][CH2:31][CH2:30]4)=[O:27])=[C:23]([CH3:25])[NH:24][C:17]=23)[CH2:4][CH2:3]1.C([O:38][CH2:39][C:40](Cl)=[O:41])(=O)C.